From a dataset of Catalyst prediction with 721,799 reactions and 888 catalyst types from USPTO. Predict which catalyst facilitates the given reaction. (1) Reactant: [Br:1][C:2]1[NH:6][N:5]=[CH:4][N:3]=1.Cl[CH2:8][C:9]1[CH:14]=[CH:13][C:12]([O:15][CH3:16])=[CH:11][CH:10]=1.C(N(CC)C(C)C)(C)C.[I-].[K+]. Product: [Br:1][C:2]1[N:3]=[CH:4][N:5]([CH2:8][C:9]2[CH:14]=[CH:13][C:12]([O:15][CH3:16])=[CH:11][CH:10]=2)[N:6]=1. The catalyst class is: 10. (2) Reactant: CC1(C)[O:6][C@H:5]([CH2:7][O:8][C:9]2[CH:10]=[C:11]3[C:15](=[CH:16][CH:17]=2)[N:14]([CH3:18])[CH:13]=[C:12]3[C:19]2[N:27]([S:28]([C:31]3[CH:36]=[CH:35][C:34]([CH3:37])=[CH:33][CH:32]=3)(=[O:30])=[O:29])[C:22]3=[N:23][CH:24]=[CH:25][CH:26]=[C:21]3[CH:20]=2)[CH2:4][O:3]1.Cl. Product: [CH3:18][N:14]1[C:15]2[C:11](=[CH:10][C:9]([O:8][CH2:7][C@@H:5]([OH:6])[CH2:4][OH:3])=[CH:17][CH:16]=2)[C:12]([C:19]2[N:27]([S:28]([C:31]3[CH:36]=[CH:35][C:34]([CH3:37])=[CH:33][CH:32]=3)(=[O:29])=[O:30])[C:22]3=[N:23][CH:24]=[CH:25][CH:26]=[C:21]3[CH:20]=2)=[CH:13]1. The catalyst class is: 5. (3) Reactant: [C:1]([O:5][C:6]([NH:8][C@H:9]1[CH2:13][CH2:12][N:11]([C:14]2[CH:19]=[CH:18][C:17]([N:20]3[CH2:24][C@H:23]([CH2:25]OS(C)(=O)=O)[O:22][C:21]3=[O:31])=[CH:16][C:15]=2[F:32])[CH2:10]1)=[O:7])([CH3:4])([CH3:3])[CH3:2].[N-:33]=[N+:34]=[N-:35].[Na+]. Product: [C:1]([O:5][C:6]([NH:8][C@H:9]1[CH2:13][CH2:12][N:11]([C:14]2[CH:19]=[CH:18][C:17]([N:20]3[CH2:24][C@H:23]([CH2:25][N:33]=[N+:34]=[N-:35])[O:22][C:21]3=[O:31])=[CH:16][C:15]=2[F:32])[CH2:10]1)=[O:7])([CH3:3])([CH3:4])[CH3:2]. The catalyst class is: 35. (4) Reactant: CC([O-:5])(C)C.[K+].[C:7]1([CH:13]([C:15]([CH:17]2[CH2:22][CH2:21][CH2:20][CH2:19][CH2:18]2)=O)[CH3:14])[CH:12]=[CH:11][CH:10]=[CH:9][CH:8]=1.[CH2:23](Br)[CH:24]=[CH2:25]. Product: [C:7]1([C:13]2([CH3:14])[CH2:15][CH:17]([C:22](=[O:5])[CH:21]=[CH:20][CH2:19][CH3:18])[CH2:25][CH2:24][CH2:23]2)[CH:8]=[CH:9][CH:10]=[CH:11][CH:12]=1. The catalyst class is: 1. (5) Reactant: [Cl-].[CH3:2][O:3][C:4]([C@:6]1([CH3:11])[CH2:10][CH2:9][CH2:8][NH2+:7]1)=[O:5].[Cl-].[C:13]([CH2:16][S:17][C:18]1[N:22]([CH3:23])[C:21]2[CH:24]=[CH:25][CH:26]=[CH:27][C:20]=2[NH+:19]=1)(O)=[O:14].O.ON1C2C=CC=CC=2N=N1.C(N(CC)CC)C.C(Cl)CCl. Product: [CH3:11][C@@:6]1([C:4]([O:3][CH3:2])=[O:5])[CH2:10][CH2:9][CH2:8][N:7]1[C:13](=[O:14])[CH2:16][S:17][C:18]1[N:22]([CH3:23])[C:21]2[CH:24]=[CH:25][CH:26]=[CH:27][C:20]=2[N:19]=1. The catalyst class is: 3. (6) Reactant: C[O:2][C:3]([C:5]1[O:9][N:8]=[C:7]([O:10][CH2:11][C:12]2[C:13]([C:18]3[CH:23]=[CH:22][CH:21]=[CH:20][CH:19]=3)=[N:14][O:15][C:16]=2[CH3:17])[CH:6]=1)=[O:4].[OH-].[Na+].Cl. Product: [CH3:17][C:16]1[O:15][N:14]=[C:13]([C:18]2[CH:19]=[CH:20][CH:21]=[CH:22][CH:23]=2)[C:12]=1[CH2:11][O:10][C:7]1[CH:6]=[C:5]([C:3]([OH:4])=[O:2])[O:9][N:8]=1. The catalyst class is: 12. (7) The catalyst class is: 608. Product: [CH3:1][C:2]1[CH:7]=[CH:6][C:5]([S:8]([O:11][CH2:12][CH:13]2[CH2:17][C:16]3[C:18]([F:23])=[CH:19][CH:20]=[C:21]([C:26]4[CH:27]=[CH:28][CH:29]=[CH:30][C:25]=4[CH3:24])[C:15]=3[O:14]2)(=[O:10])=[O:9])=[CH:4][CH:3]=1. Reactant: [CH3:1][C:2]1[CH:7]=[CH:6][C:5]([S:8]([O:11][CH2:12][CH:13]2[CH2:17][C:16]3[C:18]([F:23])=[CH:19][CH:20]=[C:21](Br)[C:15]=3[O:14]2)(=[O:10])=[O:9])=[CH:4][CH:3]=1.[CH3:24][C:25]1[CH:30]=[CH:29][CH:28]=[CH:27][C:26]=1B(O)O.C(=O)([O-])[O-].[K+].[K+].